This data is from Ames mutagenicity test results for genotoxicity prediction. The task is: Regression/Classification. Given a drug SMILES string, predict its toxicity properties. Task type varies by dataset: regression for continuous values (e.g., LD50, hERG inhibition percentage) or binary classification for toxic/non-toxic outcomes (e.g., AMES mutagenicity, cardiotoxicity, hepatotoxicity). Dataset: ames. The compound is CN(C)c1ccc(C(=O)c2ccc(N(C)C)cc2)cc1. The result is 1 (mutagenic).